Dataset: Forward reaction prediction with 1.9M reactions from USPTO patents (1976-2016). Task: Predict the product of the given reaction. (1) Given the reactants [F:1][C:2]1[CH:3]=[C:4]2[C:8](=[CH:9][CH:10]=1)[NH:7][C:6](=[O:11])[CH2:5]2.[O:12]=[C:13]1[C:18]2=[CH:19][NH:20][C:21]([CH:22]=O)=[C:17]2[CH2:16][CH2:15][NH:14]1.N1CCCCC1, predict the reaction product. The product is: [F:1][C:2]1[CH:3]=[C:4]2[C:8](=[CH:9][CH:10]=1)[NH:7][C:6](=[O:11])[C:5]2=[CH:22][C:21]1[NH:20][CH:19]=[C:18]2[C:17]=1[CH2:16][CH2:15][NH:14][C:13]2=[O:12]. (2) Given the reactants C(O[CH:4]([CH:26]([C:32](OCC)=[O:33])[C:27]([O:29][CH2:30][CH3:31])=[O:28])[CH:5]([C:11]1[CH:16]=[CH:15][CH:14]=[C:13]([C:17]2[C:22]([CH3:23])=[CH:21][C:20]([CH3:24])=[CH:19][C:18]=2[CH3:25])[N:12]=1)[C:6](=[O:10])[CH2:7][CH2:8][CH3:9])C.C(=O)(O)[O-].[Na+], predict the reaction product. The product is: [C:6]([C:5]1[CH:4]=[C:26]([C:27]([O:29][CH2:30][CH3:31])=[O:28])[C:32](=[O:33])[N:12]2[C:11]=1[CH:16]=[CH:15][CH:14]=[C:13]2[C:17]1[C:18]([CH3:25])=[CH:19][C:20]([CH3:24])=[CH:21][C:22]=1[CH3:23])(=[O:10])[CH2:7][CH2:8][CH3:9]. (3) Given the reactants [Br:1][C:2]1[CH:11]=[C:10]2[C:5]([CH2:6][CH2:7][CH2:8][C:9]2=[O:12])=[CH:4][CH:3]=1.[C:13]([O:17]C)(=O)[CH:14]=[CH2:15].[CH3:19][C:20](C)([O-])C.[K+].[OH-].[K+], predict the reaction product. The product is: [Br:1][C:2]1[CH:11]=[C:10]2[C:5]([CH2:6][CH2:7][C:8]3([CH2:15][CH2:14][C:13](=[O:17])[CH2:20][CH2:19]3)[C:9]2=[O:12])=[CH:4][CH:3]=1. (4) Given the reactants Br[C:2]1[C:10]2[C:9]([NH:11][C@H:12]([C:14]3[N:19]([C:20]4[CH:25]=[CH:24][CH:23]=[CH:22][CH:21]=4)[C:18](=[O:26])[C:17]4=[C:27]([CH3:30])[CH:28]=[CH:29][N:16]4[N:15]=3)[CH3:13])=[N:8][CH:7]=[N:6][C:5]=2[N:4]([CH2:31][O:32][CH2:33][CH2:34][Si:35]([CH3:38])([CH3:37])[CH3:36])[CH:3]=1.[CH3:39][C:40]1[CH:45]=[CH:44][C:43]([NH:46][S:47]([CH3:50])(=[O:49])=[O:48])=[CH:42][C:41]=1B1OC(C)(C)C(C)(C)O1.C(=O)([O-])[O-].[Na+].[Na+], predict the reaction product. The product is: [CH3:39][C:40]1[CH:41]=[CH:42][C:43]([NH:46][S:47]([CH3:50])(=[O:49])=[O:48])=[CH:44][C:45]=1[C:2]1[C:10]2[C:9]([NH:11][C@H:12]([C:14]3[N:19]([C:20]4[CH:25]=[CH:24][CH:23]=[CH:22][CH:21]=4)[C:18](=[O:26])[C:17]4=[C:27]([CH3:30])[CH:28]=[CH:29][N:16]4[N:15]=3)[CH3:13])=[N:8][CH:7]=[N:6][C:5]=2[N:4]([CH2:31][O:32][CH2:33][CH2:34][Si:35]([CH3:38])([CH3:37])[CH3:36])[CH:3]=1. (5) Given the reactants [CH3:1][O:2][C:3]1[CH:4]=[C:5]([CH2:9][CH2:10][NH:11][C:12]([CH:14]2[CH2:19][CH2:18][N:17]([C:20](=[O:25])[C:21]([F:24])([F:23])[F:22])[CH2:16][CH2:15]2)=O)[CH:6]=[CH:7][CH:8]=1, predict the reaction product. The product is: [F:22][C:21]([F:24])([F:23])[C:20]([N:17]1[CH2:18][CH2:19][CH:14]([C:12]2[C:6]3[C:5](=[CH:4][C:3]([O:2][CH3:1])=[CH:8][CH:7]=3)[CH2:9][CH2:10][N:11]=2)[CH2:15][CH2:16]1)=[O:25]. (6) Given the reactants C[O:2][C:3]1[CH:4]=[CH:5][C:6]([CH3:16])=[C:7]([NH:9][S:10]([CH2:13][CH2:14][CH3:15])(=[O:12])=[O:11])[CH:8]=1.B(Br)(Br)Br, predict the reaction product. The product is: [OH:2][C:3]1[CH:4]=[CH:5][C:6]([CH3:16])=[C:7]([NH:9][S:10]([CH2:13][CH2:14][CH3:15])(=[O:12])=[O:11])[CH:8]=1. (7) The product is: [Cl:1][C:2]1[N:10]=[C:9]2[C:5]([N:6]=[C:7]([CH2:13][N:14]3[CH2:15][CH:16]([N:36]4[CH2:41][CH2:40][O:39][CH2:38][CH2:37]4)[CH2:19]3)[N:8]2[CH2:11][CH3:12])=[C:4]([N:26]2[CH2:31][CH2:30][O:29][CH2:28][CH2:27]2)[N:3]=1. Given the reactants [Cl:1][C:2]1[N:10]=[C:9]2[C:5]([N:6]=[C:7]([CH2:13][N:14]3[CH2:19]CC(N4CC(F)(F)C4)[CH2:16][CH2:15]3)[N:8]2[CH2:11][CH3:12])=[C:4]([N:26]2[CH2:31][CH2:30][O:29][CH2:28][CH2:27]2)[N:3]=1.N1CC([N:36]2[CH2:41][CH2:40][O:39][CH2:38][CH2:37]2)C1, predict the reaction product. (8) Given the reactants [OH:1][CH2:2][C:3]#[C:4][C:5]#[C:6][CH2:7][O:8][CH2:9][C:10]([O:12][C:13]([CH3:16])([CH3:15])[CH3:14])=[O:11].[C:17]1([CH3:27])[CH:22]=[CH:21][C:20]([S:23](Cl)(=[O:25])=[O:24])=[CH:19][CH:18]=1.[OH-].[K+], predict the reaction product. The product is: [CH3:27][C:17]1[CH:22]=[CH:21][C:20]([S:23]([O:1][CH2:2][C:3]#[C:4][C:5]#[C:6][CH2:7][O:8][CH2:9][C:10]([O:12][C:13]([CH3:16])([CH3:15])[CH3:14])=[O:11])(=[O:25])=[O:24])=[CH:19][CH:18]=1. (9) Given the reactants P([O-])([O-])([O-])=O.[K+].[K+].[K+].Br[C:10]1[CH:15]=[CH:14][N:13]=[C:12]2[NH:16][CH:17]=[CH:18][C:11]=12.[CH3:19][CH:20]([N:22]1[C:26]([C:27]([NH:29][C:30]2[C:31]3[C:35]([CH:36]=[C:37](B4OC(C)(C)CC(C)(C)O4)[CH:38]=2)=[N:34][N:33](C2CCCCO2)[CH:32]=3)=[O:28])=[CH:25][CH:24]=[N:23]1)[CH3:21].O, predict the reaction product. The product is: [CH3:21][CH:20]([N:22]1[C:26]([C:27]([NH:29][C:30]2[CH:38]=[C:37]([C:10]3[CH:15]=[CH:14][N:13]=[C:12]4[NH:16][CH:17]=[CH:18][C:11]=34)[CH:36]=[C:35]3[C:31]=2[CH:32]=[N:33][NH:34]3)=[O:28])=[CH:25][CH:24]=[N:23]1)[CH3:19]. (10) Given the reactants C([O:3][C:4](=[O:27])[CH2:5][C:6]1([CH2:24][CH2:25][CH3:26])[C:11]2[NH:12][C:13]3[C:18]([C:10]=2[CH2:9][CH2:8][O:7]1)=[C:17]([C:19](=[O:22])[NH:20][CH3:21])[CH:16]=[CH:15][C:14]=3[CH3:23])C.[OH-].[Na+], predict the reaction product. The product is: [CH3:23][C:14]1[CH:15]=[CH:16][C:17]([C:19](=[O:22])[NH:20][CH3:21])=[C:18]2[C:13]=1[NH:12][C:11]1[C:6]([CH2:5][C:4]([OH:27])=[O:3])([CH2:24][CH2:25][CH3:26])[O:7][CH2:8][CH2:9][C:10]2=1.